This data is from NCI-60 drug combinations with 297,098 pairs across 59 cell lines. The task is: Regression. Given two drug SMILES strings and cell line genomic features, predict the synergy score measuring deviation from expected non-interaction effect. (1) Drug 1: C1=CC(=CC=C1C#N)C(C2=CC=C(C=C2)C#N)N3C=NC=N3. Cell line: SW-620. Synergy scores: CSS=0.329, Synergy_ZIP=-0.361, Synergy_Bliss=-0.995, Synergy_Loewe=-6.39, Synergy_HSA=-3.27. Drug 2: CC1=C(C(=CC=C1)Cl)NC(=O)C2=CN=C(S2)NC3=CC(=NC(=N3)C)N4CCN(CC4)CCO. (2) Drug 1: CC12CCC(CC1=CCC3C2CCC4(C3CC=C4C5=CN=CC=C5)C)O. Drug 2: C1CCN(CC1)CCOC2=CC=C(C=C2)C(=O)C3=C(SC4=C3C=CC(=C4)O)C5=CC=C(C=C5)O. Cell line: HOP-92. Synergy scores: CSS=7.89, Synergy_ZIP=3.64, Synergy_Bliss=6.79, Synergy_Loewe=7.19, Synergy_HSA=6.63. (3) Drug 1: C1=CC(=CC=C1C#N)C(C2=CC=C(C=C2)C#N)N3C=NC=N3. Drug 2: CCN(CC)CCNC(=O)C1=C(NC(=C1C)C=C2C3=C(C=CC(=C3)F)NC2=O)C. Cell line: UO-31. Synergy scores: CSS=-4.19, Synergy_ZIP=1.01, Synergy_Bliss=0.636, Synergy_Loewe=-7.17, Synergy_HSA=-6.74. (4) Drug 1: C1C(C(OC1N2C=NC3=C(N=C(N=C32)Cl)N)CO)O. Drug 2: CC1CCCC2(C(O2)CC(NC(=O)CC(C(C(=O)C(C1O)C)(C)C)O)C(=CC3=CSC(=N3)C)C)C. Cell line: HCT-15. Synergy scores: CSS=58.6, Synergy_ZIP=5.82, Synergy_Bliss=7.54, Synergy_Loewe=-4.04, Synergy_HSA=7.38. (5) Drug 1: COC1=C(C=C2C(=C1)N=CN=C2NC3=CC(=C(C=C3)F)Cl)OCCCN4CCOCC4. Drug 2: C1=CN(C=N1)CC(O)(P(=O)(O)O)P(=O)(O)O. Cell line: CAKI-1. Synergy scores: CSS=26.2, Synergy_ZIP=-11.5, Synergy_Bliss=-15.4, Synergy_Loewe=-17.3, Synergy_HSA=-11.8. (6) Drug 1: CC(CN1CC(=O)NC(=O)C1)N2CC(=O)NC(=O)C2. Drug 2: CC1=C(N=C(N=C1N)C(CC(=O)N)NCC(C(=O)N)N)C(=O)NC(C(C2=CN=CN2)OC3C(C(C(C(O3)CO)O)O)OC4C(C(C(C(O4)CO)O)OC(=O)N)O)C(=O)NC(C)C(C(C)C(=O)NC(C(C)O)C(=O)NCCC5=NC(=CS5)C6=NC(=CS6)C(=O)NCCC[S+](C)C)O. Cell line: PC-3. Synergy scores: CSS=17.4, Synergy_ZIP=-7.07, Synergy_Bliss=-7.25, Synergy_Loewe=-4.70, Synergy_HSA=-4.07. (7) Drug 1: C1=CC(=CC=C1CCC2=CNC3=C2C(=O)NC(=N3)N)C(=O)NC(CCC(=O)O)C(=O)O. Drug 2: C1=NC2=C(N=C(N=C2N1C3C(C(C(O3)CO)O)F)Cl)N. Cell line: IGROV1. Synergy scores: CSS=25.2, Synergy_ZIP=-11.3, Synergy_Bliss=-0.487, Synergy_Loewe=-0.276, Synergy_HSA=1.94. (8) Drug 1: C#CCC(CC1=CN=C2C(=N1)C(=NC(=N2)N)N)C3=CC=C(C=C3)C(=O)NC(CCC(=O)O)C(=O)O. Drug 2: COC1=C2C(=CC3=C1OC=C3)C=CC(=O)O2. Cell line: M14. Synergy scores: CSS=-10.8, Synergy_ZIP=14.2, Synergy_Bliss=5.82, Synergy_Loewe=-0.294, Synergy_HSA=-5.21. (9) Drug 1: C1=CC=C(C(=C1)C(C2=CC=C(C=C2)Cl)C(Cl)Cl)Cl. Drug 2: C1CCC(C(C1)N)N.C(=O)(C(=O)[O-])[O-].[Pt+4]. Cell line: SK-OV-3. Synergy scores: CSS=0.424, Synergy_ZIP=-0.664, Synergy_Bliss=-0.785, Synergy_Loewe=0.161, Synergy_HSA=-0.592. (10) Drug 1: CC(C1=C(C=CC(=C1Cl)F)Cl)OC2=C(N=CC(=C2)C3=CN(N=C3)C4CCNCC4)N. Drug 2: CS(=O)(=O)OCCCCOS(=O)(=O)C. Cell line: UO-31. Synergy scores: CSS=2.96, Synergy_ZIP=-2.55, Synergy_Bliss=-3.43, Synergy_Loewe=-4.81, Synergy_HSA=-2.26.